Dataset: NCI-60 drug combinations with 297,098 pairs across 59 cell lines. Task: Regression. Given two drug SMILES strings and cell line genomic features, predict the synergy score measuring deviation from expected non-interaction effect. (1) Drug 1: CCCS(=O)(=O)NC1=C(C(=C(C=C1)F)C(=O)C2=CNC3=C2C=C(C=N3)C4=CC=C(C=C4)Cl)F. Drug 2: B(C(CC(C)C)NC(=O)C(CC1=CC=CC=C1)NC(=O)C2=NC=CN=C2)(O)O. Cell line: SF-268. Synergy scores: CSS=-5.41, Synergy_ZIP=1.47, Synergy_Bliss=-2.41, Synergy_Loewe=-7.44, Synergy_HSA=-6.18. (2) Drug 1: CC1=C(C(CCC1)(C)C)C=CC(=CC=CC(=CC(=O)O)C)C. Drug 2: COC1=C2C(=CC3=C1OC=C3)C=CC(=O)O2. Cell line: ACHN. Synergy scores: CSS=4.32, Synergy_ZIP=1.21, Synergy_Bliss=-0.751, Synergy_Loewe=-4.49, Synergy_HSA=-2.04.